The task is: Predict the reactants needed to synthesize the given product.. This data is from Full USPTO retrosynthesis dataset with 1.9M reactions from patents (1976-2016). (1) The reactants are: [Cl-].[CH2:2]([N+:6]1[CH:10]=[CH:9][N:8]([CH3:11])[CH:7]=1)[CH2:3][CH2:4][CH3:5].Cl.O1CCOCC1.O.O1CCOCC1.[H+].[B-:27]([F:31])([F:30])([F:29])[F:28]. Given the product [F:28][B-:27]([F:31])([F:30])[F:29].[CH2:2]([N+:6]1[CH:10]=[CH:9][N:8]([CH3:11])[CH:7]=1)[CH2:3][CH2:4][CH3:5], predict the reactants needed to synthesize it. (2) Given the product [CH3:14][O:13][N:15]=[C:7]1[C:8]2[C:4](=[CH:3][C:2]([Br:1])=[CH:10][CH:9]=2)[CH2:5][CH2:6]1, predict the reactants needed to synthesize it. The reactants are: [Br:1][C:2]1[CH:3]=[C:4]2[C:8](=[CH:9][CH:10]=1)[C:7](=O)[CH2:6][CH2:5]2.Cl.[O:13]([NH2:15])[CH3:14].N1C=CC=CC=1.C(=O)([O-])O.[Na+]. (3) Given the product [Cl:1][C:2]1[C:3]([C:10]([O:12][CH2:13][CH3:14])=[O:11])=[CH:4][N:5]([CH3:9])[C:6](=[O:8])[C:7]=1[Cl:15], predict the reactants needed to synthesize it. The reactants are: [Cl:1][C:2]1[C:3]([C:10]([O:12][CH2:13][CH3:14])=[O:11])=[CH:4][N:5]([CH3:9])[C:6](=[O:8])[CH:7]=1.[Cl:15]N1C(=O)CCC1=O.CN(C=O)C. (4) Given the product [NH2:21][C:9]1[CH:10]=[C:11]([CH:14]2[CH:15]([C:16]([O:18][CH2:19][CH3:20])=[O:17])[C:35]2([F:47])[F:34])[CH:12]=[CH:13][C:8]=1[N:7]([CH2:24][CH:25]([CH3:27])[CH3:26])[CH2:3][CH:4]([CH3:6])[CH3:5], predict the reactants needed to synthesize it. The reactants are: [F-].[Na+].[CH2:3]([N:7]([CH2:24][CH:25]([CH3:27])[CH3:26])[C:8]1[CH:13]=[CH:12][C:11](/[CH:14]=[CH:15]\[C:16]([O:18][CH2:19][CH3:20])=[O:17])=[CH:10][C:9]=1[N+:21]([O-])=O)[CH:4]([CH3:6])[CH3:5].CC(C)C(=O)C.[F:34][C:35]([F:47])(S(F)(=O)=O)C(O[Si](C)(C)C)=O.[H][H]. (5) The reactants are: [F:1][C:2]([F:7])([F:6])[C:3]([OH:5])=[O:4].C([NH:12][C:13]1[CH:22]=[CH:21][C:20]2[C:15](=[CH:16][C:17]([C:23]([N:25]3[CH2:30][CH2:29][C:28]4([CH2:38][C:37](=[O:39])[C:36]5[N:35]([CH:40]([CH3:42])[CH3:41])[N:34]=[CH:33][C:32]=5[CH2:31]4)[CH2:27][CH2:26]3)=[O:24])=[CH:18][CH:19]=2)[N:14]=1)(C)(C)C. Given the product [F:1][C:2]([F:7])([F:6])[C:3]([OH:5])=[O:4].[NH2:12][C:13]1[CH:22]=[CH:21][C:20]2[C:15](=[CH:16][C:17]([C:23]([N:25]3[CH2:26][CH2:27][C:28]4([CH2:38][C:37](=[O:39])[C:36]5[N:35]([CH:40]([CH3:42])[CH3:41])[N:34]=[CH:33][C:32]=5[CH2:31]4)[CH2:29][CH2:30]3)=[O:24])=[CH:18][CH:19]=2)[N:14]=1, predict the reactants needed to synthesize it. (6) Given the product [NH2:18][C:17]1[S:6][C:7]2[CH2:2][CH2:1][CH2:4][C:8]=2[C:16]=1[C:14]([C:11]1[CH:12]=[CH:13][S:9][CH:10]=1)=[O:15], predict the reactants needed to synthesize it. The reactants are: [C:1]([C:4]1[CH:8]=[CH:7][S:6]C=1)(=O)[CH3:2].[S:9]1[CH:13]=[CH:12][C:11]([C:14]([CH2:16][C:17]#[N:18])=[O:15])=[CH:10]1.C1(=O)CCCC1.N1CCOCC1.[S]. (7) Given the product [Br:1][C:2]1[CH:3]=[CH:4][C:5]([O:10][CH2:23][C@@H:21]2[CH2:19][O:20]2)=[C:6]([CH:9]=1)[CH:7]=[O:8], predict the reactants needed to synthesize it. The reactants are: [Br:1][C:2]1[CH:3]=[CH:4][C:5]([OH:10])=[C:6]([CH:9]=1)[CH:7]=[O:8].C([O-])([O-])=O.[K+].[K+].O.C[CH2:19][O:20][C:21]([CH3:23])=O. (8) Given the product [C:1]1([C:9]2[CH:14]=[CH:13][CH:12]=[CH:11][CH:10]=2)[CH:6]=[CH:5][C:4]([CH2:7][N:18]2[CH2:17][CH2:16][N:15]([C:21]([O:23][C:24]([CH3:27])([CH3:26])[CH3:25])=[O:22])[CH2:20][CH2:19]2)=[CH:3][CH:2]=1, predict the reactants needed to synthesize it. The reactants are: [C:1]1([C:9]2[CH:14]=[CH:13][CH:12]=[CH:11][CH:10]=2)[CH:6]=[CH:5][C:4]([CH:7]=O)=[CH:3][CH:2]=1.[N:15]1([C:21]([O:23][C:24]([CH3:27])([CH3:26])[CH3:25])=[O:22])[CH2:20][CH2:19][NH:18][CH2:17][CH2:16]1.COC(OC)OC.C(N(CC)CC)C.